This data is from Full USPTO retrosynthesis dataset with 1.9M reactions from patents (1976-2016). The task is: Predict the reactants needed to synthesize the given product. (1) Given the product [CH2:8]=[CH:9][C:10](=[CH2:11])[CH3:12].[CH3:1][N:2]([CH3:7])[CH2:3][CH2:4][CH2:5][Li:6], predict the reactants needed to synthesize it. The reactants are: [CH3:1][N:2]([CH3:7])[CH2:3][CH2:4][CH2:5][Li:6].[CH2:8]=[CH:9][C:10](=[CH2:12])[CH3:11]. (2) Given the product [Cl:15][C:16]1[C:25]2[C:20](=[CH:21][CH:22]=[CH:23][CH:24]=2)[N:19]=[N:18][C:17]=1[CH2:26][CH2:27][NH:6][C:5]1[CH:7]=[CH:8][C:9]([C:10]2[O:14][CH:13]=[N:12][CH:11]=2)=[C:3]([O:2][CH3:1])[CH:4]=1, predict the reactants needed to synthesize it. The reactants are: [CH3:1][O:2][C:3]1[CH:4]=[C:5]([CH:7]=[CH:8][C:9]=1[C:10]1[O:14][CH:13]=[N:12][CH:11]=1)[NH2:6].[Cl:15][C:16]1[C:25]2[C:20](=[CH:21][CH:22]=[CH:23][CH:24]=2)[N:19]=[N:18][C:17]=1[CH2:26][CH2:27]Cl. (3) Given the product [C:21]([C:25]1[S:29][C:28]([NH:30][C:15]([CH2:14][O:13][C:10]2[CH:9]=[CH:8][C:7]([CH2:6][C@H:5]([O:18][CH3:19])[C:4]([OH:3])=[O:20])=[CH:12][CH:11]=2)=[O:17])=[N:27][N:26]=1)([CH3:24])([CH3:23])[CH3:22], predict the reactants needed to synthesize it. The reactants are: C([O:3][C:4](=[O:20])[C@@H:5]([O:18][CH3:19])[CH2:6][C:7]1[CH:12]=[CH:11][C:10]([O:13][CH2:14][C:15]([OH:17])=O)=[CH:9][CH:8]=1)C.[C:21]([C:25]1[S:29][C:28]([NH2:30])=[N:27][N:26]=1)([CH3:24])([CH3:23])[CH3:22].C(O[C@@H](CC1C=CC(O[C@@H](C(=O)NCCC2C=CC(OC3C=CC=CC=3)=CC=2)C)=CC=1)C(O)=O)C. (4) The reactants are: [Cl:1][C:2]1[CH:32]=[CH:31][CH:30]=[C:29]([C:33]([F:36])([F:35])[F:34])[C:3]=1[C:4]([N:6]1[C:14]2[C:9](=[N:10][CH:11]=[C:12]([C:15](O)=[O:16])[CH:13]=2)[C:8]([C:18]2[CH:23]=[CH:22][C:21]([C:24]([O:26][CH3:27])=[O:25])=[CH:20][C:19]=2[F:28])=[N:7]1)=[O:5].[NH2:37][CH2:38][CH2:39][CH2:40][OH:41].F[P-](F)(F)(F)(F)F.N1(O[P+](N(C)C)(N(C)C)N(C)C)C2C=CC=CC=2N=N1.CCN(C(C)C)C(C)C. Given the product [Cl:1][C:2]1[CH:32]=[CH:31][CH:30]=[C:29]([C:33]([F:35])([F:34])[F:36])[C:3]=1[C:4]([N:6]1[C:14]2[C:9](=[N:10][CH:11]=[C:12]([C:15](=[O:16])[NH:37][CH2:38][CH2:39][CH2:40][OH:41])[CH:13]=2)[C:8]([C:18]2[CH:23]=[CH:22][C:21]([C:24]([O:26][CH3:27])=[O:25])=[CH:20][C:19]=2[F:28])=[N:7]1)=[O:5], predict the reactants needed to synthesize it. (5) Given the product [C:1]([O:4][CH2:5][C@:6]12[O:13][C@:10]([C:14]3[CH:19]=[CH:18][C:17]([Cl:20])=[C:16]([CH2:21][C:22]4[CH:27]=[CH:26][C:25]([O:28][CH2:29][CH3:30])=[CH:24][CH:23]=4)[CH:15]=3)([O:11][CH2:12]1)[C@H:9]([O:31][CH2:32][C:33]1[CH:34]=[CH:35][CH:36]=[CH:37][CH:38]=1)[C@@H:8]([O:39][CH2:40][C:41]1[CH:46]=[CH:45][CH:44]=[CH:43][CH:42]=1)[C@H:7]2[OH:47])(=[O:3])[CH3:2], predict the reactants needed to synthesize it. The reactants are: [C:1]([O:4][CH2:5][C@:6]12[O:13][C@:10]([C:14]3[CH:19]=[CH:18][C:17]([Cl:20])=[C:16]([CH2:21][C:22]4[CH:27]=[CH:26][C:25]([O:28][CH2:29][CH3:30])=[CH:24][CH:23]=4)[CH:15]=3)([O:11][CH2:12]1)[C@H:9]([O:31][CH2:32][C:33]1[CH:38]=[CH:37][CH:36]=[CH:35][CH:34]=1)[C@@H:8]([O:39][CH2:40][C:41]1[CH:46]=[CH:45][CH:44]=[CH:43][CH:42]=1)[C:7]2=[O:47])(=[O:3])[CH3:2].[BH4-].[Na+].